The task is: Predict the product of the given reaction.. This data is from Forward reaction prediction with 1.9M reactions from USPTO patents (1976-2016). (1) Given the reactants [CH3:1][C:2]1[O:6][C:5]([C:7]2[CH:12]=[CH:11][CH:10]=[CH:9][CH:8]=2)=[N:4][C:3]=1[CH2:13][O:14][C:15]1[CH:16]=[C:17]([CH2:21][OH:22])[CH:18]=[CH:19][CH:20]=1.O[C:24]1[CH:25]=[N:26][CH:27]=[C:28]([CH:33]=1)[C:29]([O:31][CH3:32])=[O:30].C(P(CCCC)CCCC)CCC.N(C(N1CCCCC1)=O)=NC(N1CCCCC1)=O, predict the reaction product. The product is: [CH3:1][C:2]1[O:6][C:5]([C:7]2[CH:8]=[CH:9][CH:10]=[CH:11][CH:12]=2)=[N:4][C:3]=1[CH2:13][O:14][C:15]1[CH:16]=[C:17]([CH:18]=[CH:19][CH:20]=1)[CH2:21][O:22][C:24]1[CH:25]=[N:26][CH:27]=[C:28]([CH:33]=1)[C:29]([O:31][CH3:32])=[O:30]. (2) Given the reactants [NH2:1][CH2:2][C:3]1[CH:32]=[CH:31][C:6]([C:7]([N:9]2[C:18]3[C:13](=[CH:14][CH:15]=[CH:16][CH:17]=3)[C@H:12]([N:19]([C:23]3[CH:28]=[CH:27][C:26]([Cl:29])=[CH:25][CH:24]=3)[C:20](=[O:22])[CH3:21])[CH2:11][C@@H:10]2[CH3:30])=[O:8])=[CH:5][CH:4]=1.FC(F)(F)C1C=CC(CCl)=CN=1, predict the reaction product. The product is: [Cl:29][C:26]1[CH:25]=[CH:24][C:23]([N:19]([C@H:12]2[C:13]3[C:18](=[CH:17][CH:16]=[CH:15][CH:14]=3)[N:9]([C:7](=[O:8])[C:6]3[CH:5]=[CH:4][C:3]([C:2]#[N:1])=[CH:32][CH:31]=3)[C@@H:10]([CH3:30])[CH2:11]2)[C:20](=[O:22])[CH3:21])=[CH:28][CH:27]=1. (3) The product is: [C:24]([O:23][C:21](=[O:22])[NH:28][CH2:29][CH2:30][CH2:31][O:18][C:4]1[CH:5]=[CH:6][C:7]([B:9]2[O:10][C:11]([CH3:17])([CH3:16])[C:12]([CH3:14])([CH3:15])[O:13]2)=[CH:8][C:3]=1[O:2][CH3:1])([CH3:27])([CH3:26])[CH3:25]. Given the reactants [CH3:1][O:2][C:3]1[CH:8]=[C:7]([B:9]2[O:13][C:12]([CH3:15])([CH3:14])[C:11]([CH3:17])([CH3:16])[O:10]2)[CH:6]=[CH:5][C:4]=1[OH:18].[H-].[Na+].[C:21]([NH:28][CH2:29][CH2:30][CH2:31]Br)([O:23][C:24]([CH3:27])([CH3:26])[CH3:25])=[O:22], predict the reaction product. (4) Given the reactants Br.Br.[CH2:3]1[C:9]2[CH:10]=[CH:11][C:12]([NH2:14])=[CH:13][C:8]=2[CH2:7][CH2:6][NH:5][CH2:4]1.[OH-:15].[Na+].[Cl:17][C:18]1[CH:23]=[CH:22][C:21]([S:24]([N:27]=[C:28]=[O:29])(=[O:26])=[O:25])=[CH:20][CH:19]=1.C(O[CH2:33][CH3:34])C, predict the reaction product. The product is: [Cl:17][C:18]1[CH:19]=[CH:20][C:21]([S:24]([NH:27][C:28]([N:5]2[CH2:4][CH2:3][C:9]3[CH:10]=[CH:11][C:12]([NH:14][C:28](=[O:29])[NH:27][S:24]([C:34]4[CH:33]=[CH:23][C:18]([Cl:17])=[CH:19][CH:20]=4)(=[O:25])=[O:15])=[CH:13][C:8]=3[CH2:7][CH2:6]2)=[O:29])(=[O:25])=[O:26])=[CH:22][CH:23]=1. (5) The product is: [NH:12]([C:2]1[S:3][C:4]2[CH:10]=[CH:9][CH:8]=[CH:7][C:5]=2[N:6]=1)[NH2:13]. Given the reactants Cl[C:2]1[S:3][C:4]2[CH:10]=[CH:9][CH:8]=[CH:7][C:5]=2[N:6]=1.O.[NH2:12][NH2:13], predict the reaction product. (6) Given the reactants Br[C:2]1[CH:3]=[C:4]2[C:8](=[CH:9][CH:10]=1)[C:7](=[O:11])[CH2:6][CH2:5]2.C1C=CC(P(C2C=CC=CC=2)C2C=CC=CC=2)=CC=1.[C:31]([O:35][CH3:36])(=[O:34])[CH:32]=[CH2:33], predict the reaction product. The product is: [O:11]=[C:7]1[C:8]2[C:4](=[CH:3][C:2](/[CH:33]=[CH:32]/[C:31]([O:35][CH3:36])=[O:34])=[CH:10][CH:9]=2)[CH2:5][CH2:6]1. (7) Given the reactants [CH:1]1([CH2:6][C@@H:7]([C:20]([NH:22][NH:23][C:24]2[C:29]([F:30])=[C:28]([N:31]3[CH2:36][CH2:35][N:34]([CH3:37])[C@@H:33]([CH3:38])[CH2:32]3)[N:27]=[C:26]([CH3:39])[N:25]=2)=[O:21])[CH2:8][N:9]([O:12]CC2C=CC=CC=2)[CH:10]=[O:11])[CH2:5][CH2:4][CH2:3][CH2:2]1, predict the reaction product. The product is: [CH:1]1([CH2:6][C@@H:7]([C:20]([NH:22][NH:23][C:24]2[C:29]([F:30])=[C:28]([N:31]3[CH2:36][CH2:35][N:34]([CH3:37])[C@@H:33]([CH3:38])[CH2:32]3)[N:27]=[C:26]([CH3:39])[N:25]=2)=[O:21])[CH2:8][N:9]([OH:12])[CH:10]=[O:11])[CH2:5][CH2:4][CH2:3][CH2:2]1. (8) Given the reactants [CH3:1][C:2]([CH3:33])([CH3:32])[C:3](=[O:31])[CH2:4][O:5][C:6]1[CH:11]=[CH:10][C:9]([C:12]([C:17]2[CH:18]=[C:19]([CH3:29])[C:20]3[O:24][C:23]([C:25](O)=[O:26])=[CH:22][C:21]=3[CH:28]=2)([CH2:15][CH3:16])[CH2:13][CH3:14])=[CH:8][C:7]=1[CH3:30].C(Cl)CCl.Cl.[CH3:39][NH:40][CH3:41], predict the reaction product. The product is: [CH3:39][N:40]([CH3:41])[C:25]([C:23]1[O:24][C:20]2[C:19]([CH3:29])=[CH:18][C:17]([C:12]([C:9]3[CH:10]=[CH:11][C:6]([O:5][CH2:4][C:3](=[O:31])[C:2]([CH3:33])([CH3:32])[CH3:1])=[C:7]([CH3:30])[CH:8]=3)([CH2:15][CH3:16])[CH2:13][CH3:14])=[CH:28][C:21]=2[CH:22]=1)=[O:26].